Predict which catalyst facilitates the given reaction. From a dataset of Catalyst prediction with 721,799 reactions and 888 catalyst types from USPTO. (1) Reactant: [CH:1]1([C:4]2[N:5]=[C:6]3[C:12]([CH:13]=[O:14])=[CH:11][N:10]([CH2:15][O:16][CH2:17][CH2:18][Si:19]([CH3:22])([CH3:21])[CH3:20])[C:7]3=[N:8][CH:9]=2)[CH2:3][CH2:2]1.S(=O)(=O)([OH:25])N.Cl([O-])=O.[Na+].P([O-])(O)(O)=O.[K+]. Product: [CH:1]1([C:4]2[N:5]=[C:6]3[C:12]([C:13]([OH:25])=[O:14])=[CH:11][N:10]([CH2:15][O:16][CH2:17][CH2:18][Si:19]([CH3:22])([CH3:21])[CH3:20])[C:7]3=[N:8][CH:9]=2)[CH2:2][CH2:3]1. The catalyst class is: 38. (2) Product: [CH2:16]([O:15][C:12]1[CH:11]=[CH:10][C:9]2[N:5]([CH2:4][CH:1]3[CH2:2][CH2:3]3)[N:6]=[N:7][C:8]=2[C:13]=1[I:14])[C:17]1[CH:22]=[CH:21][CH:20]=[CH:19][CH:18]=1. The catalyst class is: 35. Reactant: [CH:1]1([CH2:4][N:5]2[C:9]3[CH:10]=[CH:11][C:12]([OH:15])=[C:13]([I:14])[C:8]=3[N:7]=[N:6]2)[CH2:3][CH2:2]1.[CH2:16](Br)[C:17]1[CH:22]=[CH:21][CH:20]=[CH:19][CH:18]=1.C(=O)([O-])[O-].[K+].[K+]. (3) Reactant: [ClH:1].[CH3:2][C:3]1[S:7][C:6]([CH:8]2[O:25][C:12]3([CH2:17][CH2:16][N:15](C(OC(C)(C)C)=O)[CH2:14][CH2:13]3)[CH2:11][N:10]([CH2:26][C:27]([F:30])([F:29])[F:28])[CH2:9]2)=[N:5][CH:4]=1. Product: [ClH:1].[CH3:2][C:3]1[S:7][C:6]([CH:8]2[O:25][C:12]3([CH2:13][CH2:14][NH:15][CH2:16][CH2:17]3)[CH2:11][N:10]([CH2:26][C:27]([F:30])([F:28])[F:29])[CH2:9]2)=[N:5][CH:4]=1. The catalyst class is: 4. (4) Reactant: [H-].[Na+].[F:3][C:4]([F:9])([F:8])[CH:5]([OH:7])[CH3:6].[Cl:10][C:11]1[C:12]([C:19]#[N:20])=[N:13][CH:14]=[C:15]([Cl:18])[C:16]=1Cl.[Cl-].[NH4+]. Product: [Cl:10][C:11]1[C:12]([C:19]#[N:20])=[N:13][CH:14]=[C:15]([Cl:18])[C:16]=1[O:7][CH:5]([CH3:6])[C:4]([F:9])([F:8])[F:3]. The catalyst class is: 7. (5) Reactant: [CH2:1]([O:3][C:4](=[O:15])[CH2:5][CH:6]1[CH2:11][CH2:10][CH:9]([C:12]([OH:14])=[O:13])[CH2:8][CH2:7]1)[CH3:2].C(Cl)(=O)C(Cl)=O.CCN(CC)CC.[CH2:29](O)[C:30]1[CH:35]=[CH:34][CH:33]=[CH:32][CH:31]=1. Product: [CH2:1]([O:3][C:4](=[O:15])[CH2:5][C@H:6]1[CH2:11][CH2:10][C@H:9]([C:12]([O:14][CH2:29][C:30]2[CH:35]=[CH:34][CH:33]=[CH:32][CH:31]=2)=[O:13])[CH2:8][CH2:7]1)[CH3:2]. The catalyst class is: 2. (6) Reactant: [Cl:1][C:2]1[C:27]([C:28]([F:31])([F:30])[F:29])=[CH:26][CH:25]=[CH:24][C:3]=1[CH2:4][N:5]([CH2:10][CH:11]([C:18]1[CH:23]=[CH:22][CH:21]=[CH:20][CH:19]=1)[C:12]1[CH:17]=[CH:16][CH:15]=[CH:14][CH:13]=1)[CH2:6][CH2:7][CH2:8][OH:9].[N:32]1([C:38]2[CH:39]=[C:40](O)[CH:41]=[CH:42][CH:43]=2)[CH2:37][CH2:36][O:35][CH2:34][CH2:33]1.C1(P(C2C=CC=CC=2)C2C=CC=CC=2)C=CC=CC=1.CC(OC(/N=N/C(OC(C)C)=O)=O)C. Product: [ClH:1].[Cl:1][C:2]1[C:27]([C:28]([F:29])([F:30])[F:31])=[CH:26][CH:25]=[CH:24][C:3]=1[CH2:4][N:5]([CH2:10][CH:11]([C:12]1[CH:17]=[CH:16][CH:15]=[CH:14][CH:13]=1)[C:18]1[CH:19]=[CH:20][CH:21]=[CH:22][CH:23]=1)[CH2:6][CH2:7][CH2:8][O:9][C:42]1[CH:41]=[CH:40][CH:39]=[C:38]([N:32]2[CH2:33][CH2:34][O:35][CH2:36][CH2:37]2)[CH:43]=1. The catalyst class is: 11. (7) Reactant: [Cl:1][C:2]1[C:3](O)=[N:4][CH:5]=[C:6]([N+:8]([O-:10])=[O:9])[CH:7]=1.C(#N)C.P(Cl)(Cl)([Cl:17])=O. Product: [Cl:17][C:3]1[C:2]([Cl:1])=[CH:7][C:6]([N+:8]([O-:10])=[O:9])=[CH:5][N:4]=1. The catalyst class is: 6. (8) Reactant: [Br:1]Br.[CH3:3][C:4]1[CH:5]=[C:6]([NH:11][C:12](=[O:14])[CH3:13])[CH:7]=[CH:8][C:9]=1[CH3:10].O. Product: [Br:1][C:7]1[CH:8]=[C:9]([CH3:10])[C:4]([CH3:3])=[CH:5][C:6]=1[NH:11][C:12](=[O:14])[CH3:13]. The catalyst class is: 15.